Dataset: TCR-epitope binding with 47,182 pairs between 192 epitopes and 23,139 TCRs. Task: Binary Classification. Given a T-cell receptor sequence (or CDR3 region) and an epitope sequence, predict whether binding occurs between them. The epitope is LLSAGIFGA. The TCR CDR3 sequence is CASSLSVAWTYEQYF. Result: 0 (the TCR does not bind to the epitope).